From a dataset of Reaction yield outcomes from USPTO patents with 853,638 reactions. Predict the reaction yield, written as a fraction of the theoretical maximum amount of product (1.0 means a 100% yield; for example, 0.34 means a 34% yield). (1) The reactants are [C:1]([O:5][C:6]([NH:8][C:9]1([C:42]([O:44]C)=[O:43])[CH2:14][CH2:13][N:12]([C:15]2[CH:20]=[CH:19][CH:18]=[C:17]([C:21]3[C:29]4[C:24](=[CH:25][N:26]=[C:27]([C:30]5[CH:31]=[N:32][CH:33]=[CH:34][CH:35]=5)[CH:28]=4)[N:23]([CH:36]4[CH2:41][CH2:40][CH2:39][CH2:38][O:37]4)[N:22]=3)[N:16]=2)[CH2:11][CH2:10]1)=[O:7])([CH3:4])([CH3:3])[CH3:2].[OH-].[Li+]. The catalyst is CO.O1CCCC1. The product is [C:1]([O:5][C:6]([NH:8][C:9]1([C:42]([OH:44])=[O:43])[CH2:10][CH2:11][N:12]([C:15]2[CH:20]=[CH:19][CH:18]=[C:17]([C:21]3[C:29]4[C:24](=[CH:25][N:26]=[C:27]([C:30]5[CH:31]=[N:32][CH:33]=[CH:34][CH:35]=5)[CH:28]=4)[N:23]([CH:36]4[CH2:41][CH2:40][CH2:39][CH2:38][O:37]4)[N:22]=3)[N:16]=2)[CH2:13][CH2:14]1)=[O:7])([CH3:4])([CH3:2])[CH3:3]. The yield is 0.430. (2) The reactants are [CH3:1][C:2]1[C:10]2[C:5](=[CH:6][CH:7]=[C:8]([N:11](C(OC(C)(C)C)=O)[NH:12]C(OC(C)(C)C)=O)[CH:9]=2)[CH2:4][CH:3]=1.[C:27]([O:33]CC)(=O)[CH2:28][C:29]([CH3:31])=O.Cl. The catalyst is C(O)C.O. The product is [CH3:31][C:29]1[CH2:28][C:27](=[O:33])[N:11]([C:8]2[CH:9]=[C:10]3[C:5](=[CH:6][CH:7]=2)[CH2:4][CH2:3][CH:2]3[CH3:1])[N:12]=1. The yield is 0.156. (3) The reactants are [CH3:1][C:2]1[C:10]2[C:9]([CH2:11][N:12]3[C:16]4[CH:17]=[CH:18][CH:19]=[CH:20][C:15]=4[N:14]([CH2:21][CH2:22][C:23](O)=[O:24])[C:13]3=[O:26])=[CH:8][S:7][C:6]=2[CH:5]=[CH:4][CH:3]=1.C(N1C=CN=C1)(N1C=CN=C1)=O.[C:39]1([S:45]([NH2:48])(=[O:47])=[O:46])[CH:44]=[CH:43][CH:42]=[CH:41][CH:40]=1.N12CCCN=C1CCCCC2.Cl. The catalyst is C1COCC1.O. The product is [CH3:1][C:2]1[C:10]2[C:9]([CH2:11][N:12]3[C:16]4[CH:17]=[CH:18][CH:19]=[CH:20][C:15]=4[N:14]([CH2:21][CH2:22][C:23]([NH:48][S:45]([C:39]4[CH:44]=[CH:43][CH:42]=[CH:41][CH:40]=4)(=[O:47])=[O:46])=[O:24])[C:13]3=[O:26])=[CH:8][S:7][C:6]=2[CH:5]=[CH:4][CH:3]=1. The yield is 0.600. (4) The reactants are [CH2:1]([C:5]1[CH:10]=[CH:9][CH:8]=[CH:7][CH:6]=1)[C:2](=[CH2:4])[CH3:3].C(#N)C.C(=O)([O-])[O-:15].[K+].[K+].OO. The catalyst is CO.C(OCC)(=O)C. The product is [CH3:4][C:2]1([CH2:1][C:5]2[CH:10]=[CH:9][CH:8]=[CH:7][CH:6]=2)[O:15][CH2:3]1. The yield is 0.710. (5) The reactants are [C:1]([O:13][CH3:14])(=[O:12])[CH2:2][CH2:3][CH2:4][CH2:5][CH2:6][CH2:7][CH2:8][C:9]([O-:11])=O.C(Cl)(=O)C(Cl)=O.[C:21]1([CH2:27][CH2:28][CH2:29][CH2:30]Br)[CH:26]=[CH:25][CH:24]=[CH:23][CH:22]=1.[Mg].C1(CCCCBr)C=CC=CC=1.[Mg].[Cl-].[NH4+]. The catalyst is C1(C)C=CC=CC=1.O1CCCC1.CN(C)C=O.C(OCC)(=O)C. The product is [O:11]=[C:9]([CH2:30][CH2:29][CH2:28][CH2:27][C:21]1[CH:26]=[CH:25][CH:24]=[CH:23][CH:22]=1)[CH2:8][CH2:7][CH2:6][CH2:5][CH2:4][CH2:3][CH2:2][C:1]([O:13][CH3:14])=[O:12]. The yield is 0.420. (6) The reactants are [NH2:1][NH2:2].[Br:3][C:4]1[CH:9]=[CH:8][CH:7]=[C:6](Br)[N:5]=1. The catalyst is O. The product is [Br:3][C:4]1[CH:9]=[CH:8][CH:7]=[C:6]([NH:1][NH2:2])[N:5]=1. The yield is 0.830.